Dataset: Full USPTO retrosynthesis dataset with 1.9M reactions from patents (1976-2016). Task: Predict the reactants needed to synthesize the given product. (1) Given the product [CH2:1]([N:8]1[CH2:13][CH2:12][C:11]([N:21]([C:22]2[CH:27]=[CH:26][CH:25]=[CH:24][CH:23]=2)[C:28](=[O:30])[CH3:29])([C:14]2[CH:19]=[C:18]([CH3:20])[CH:17]=[CH:16][N:15]=2)[CH2:10][CH2:9]1)[C:2]1[CH:3]=[CH:4][CH:5]=[CH:6][CH:7]=1, predict the reactants needed to synthesize it. The reactants are: [CH2:1]([N:8]1[CH2:13][CH2:12][C:11]([NH:21][C:22]2[CH:27]=[CH:26][CH:25]=[CH:24][CH:23]=2)([C:14]2[CH:19]=[C:18]([CH3:20])[CH:17]=[CH:16][N:15]=2)[CH2:10][CH2:9]1)[C:2]1[CH:7]=[CH:6][CH:5]=[CH:4][CH:3]=1.[C:28](OC(=O)C)(=[O:30])[CH3:29]. (2) Given the product [CH:1]([NH:4][CH2:5][C:6]1[CH:7]=[C:8]([C:12]2[CH:17]=[C:16]([CH:15]=[CH:14][C:13]=2[O:21][CH3:22])[NH2:18])[CH:9]=[CH:10][CH:11]=1)([CH3:3])[CH3:2], predict the reactants needed to synthesize it. The reactants are: [CH:1]([NH:4][CH2:5][C:6]1[CH:7]=[C:8]([C:12]2[CH:17]=[C:16]([N+:18]([O-])=O)[CH:15]=[CH:14][C:13]=2[O:21][CH3:22])[CH:9]=[CH:10][CH:11]=1)([CH3:3])[CH3:2]. (3) Given the product [F:21][C:22]1[CH:30]=[C:29]2[C:25]([C:26]([C:40]3[CH:41]=[CH:42][C:43]4[O:47][C:46]([CH3:48])=[N:45][C:44]=4[CH:49]=3)=[CH:27][NH:28]2)=[CH:24][CH:23]=1, predict the reactants needed to synthesize it. The reactants are: FC1C=C2C(C(I)=CN2S(C2C=CC=CC=2)(=O)=O)=CC=1.[F:21][C:22]1[CH:30]=[C:29]2[C:25]([C:26]([C:40]3[CH:41]=[CH:42][C:43]4[O:47][C:46]([CH3:48])=[N:45][C:44]=4[CH:49]=3)=[CH:27][N:28]2S(C2C=CC=CC=2)(=O)=O)=[CH:24][CH:23]=1. (4) Given the product [C:22]([O:26][C:27](=[O:35])[NH:28][CH:29]1[CH2:34][CH2:33][N:32]([CH2:18][C:16]2[CH:15]=[N:14][CH:13]=[C:12]([C:7]3[N:8]([CH3:11])[C:9]4[C:5]([C:6]=3[C:20]#[N:21])=[CH:4][CH:3]=[C:2]([Cl:1])[CH:10]=4)[CH:17]=2)[CH2:31][CH2:30]1)([CH3:25])([CH3:23])[CH3:24], predict the reactants needed to synthesize it. The reactants are: [Cl:1][C:2]1[CH:10]=[C:9]2[C:5]([C:6]([C:20]#[N:21])=[C:7]([C:12]3[CH:13]=[N:14][CH:15]=[C:16]([CH:18]=O)[CH:17]=3)[N:8]2[CH3:11])=[CH:4][CH:3]=1.[C:22]([O:26][C:27](=[O:35])[NH:28][CH:29]1[CH2:34][CH2:33][NH:32][CH2:31][CH2:30]1)([CH3:25])([CH3:24])[CH3:23]. (5) Given the product [ClH:39].[CH2:1]([O:3][P:4](=[O:38])([O:35][CH2:36][CH3:37])[O:5][CH2:6][CH2:7][N:8]1[CH2:9][CH2:10][N:11]([C:14]2[N:15]([C:25]3[CH:26]=[CH:27][C:28]([C:31]([CH3:32])([CH3:33])[CH3:34])=[CH:29][CH:30]=3)[C:16]3[C:21]([C:22]=2[CH:23]=[O:24])=[CH:20][CH:19]=[CH:18][CH:17]=3)[CH2:12][CH2:13]1)[CH3:2], predict the reactants needed to synthesize it. The reactants are: [CH2:1]([O:3][P:4](=[O:38])([O:35][CH2:36][CH3:37])[O:5][CH2:6][CH2:7][N:8]1[CH2:13][CH2:12][N:11]([C:14]2[N:15]([C:25]3[CH:30]=[CH:29][C:28]([C:31]([CH3:34])([CH3:33])[CH3:32])=[CH:27][CH:26]=3)[C:16]3[C:21]([C:22]=2[CH:23]=[O:24])=[CH:20][CH:19]=[CH:18][CH:17]=3)[CH2:10][CH2:9]1)[CH3:2].[ClH:39].